Dataset: Reaction yield outcomes from USPTO patents with 853,638 reactions. Task: Predict the reaction yield, written as a fraction of the theoretical maximum amount of product (1.0 means a 100% yield; for example, 0.34 means a 34% yield). The reactants are [CH2:1]([N:5]1[CH:13]=[N:12][C:11]2[C:6]1=[N:7][CH:8]=[N:9][C:10]=2[NH2:14])[CH2:2][CH2:3][CH3:4].C1COCC1.[Br:20]Br. The catalyst is CO. The product is [Br:20][C:13]1[N:5]([CH2:1][CH2:2][CH2:3][CH3:4])[C:6]2[C:11]([N:12]=1)=[C:10]([NH2:14])[N:9]=[CH:8][N:7]=2. The yield is 0.776.